Dataset: Peptide-MHC class I binding affinity with 185,985 pairs from IEDB/IMGT. Task: Regression. Given a peptide amino acid sequence and an MHC pseudo amino acid sequence, predict their binding affinity value. This is MHC class I binding data. (1) The peptide sequence is QYNLSHSYAV. The MHC is HLA-A29:02 with pseudo-sequence HLA-A29:02. The binding affinity (normalized) is 0.337. (2) The peptide sequence is FSTLNANYL. The MHC is H-2-Db with pseudo-sequence H-2-Db. The binding affinity (normalized) is 0.913. (3) The binding affinity (normalized) is 0.793. The peptide sequence is YLKAYQATV. The MHC is HLA-A02:01 with pseudo-sequence HLA-A02:01. (4) The peptide sequence is AASCGGAVF. The MHC is HLA-A23:01 with pseudo-sequence HLA-A23:01. The binding affinity (normalized) is 0.201.